From a dataset of Full USPTO retrosynthesis dataset with 1.9M reactions from patents (1976-2016). Predict the reactants needed to synthesize the given product. (1) Given the product [CH2:25]1[C:26]2[C:31](=[CH:30][CH:29]=[CH:28][CH:27]=2)[CH2:23][CH:24]1[CH2:32][CH2:33][N:8]1[CH2:12][CH2:11][CH:10]([S:13]([C:16]2[CH:21]=[CH:20][C:19]([OH:22])=[CH:18][CH:17]=2)(=[O:15])=[O:14])[CH2:9]1, predict the reactants needed to synthesize it. The reactants are: FC(F)(F)C(O)=O.[NH:8]1[CH2:12][CH2:11][CH:10]([S:13]([C:16]2[CH:21]=[CH:20][C:19]([OH:22])=[CH:18][CH:17]=2)(=[O:15])=[O:14])[CH2:9]1.[CH2:23]1[C:31]2[C:26](=[CH:27][CH:28]=[CH:29][CH:30]=2)[CH2:25][CH:24]1[CH2:32][CH2:33]OS(C1C=CC(C)=CC=1)(=O)=O. (2) The reactants are: Br[C:2]1[CH:3]=[CH:4][C:5]([C:8]#[N:9])=[N:6][CH:7]=1.[SH:10][CH:11]1[CH2:16][CH2:15][N:14]([C:17]([O:19][C:20]([CH3:23])([CH3:22])[CH3:21])=[O:18])[CH2:13][CH2:12]1.C(=O)([O-])[O-].[K+].[K+]. Given the product [C:8]([C:5]1[N:6]=[CH:7][C:2]([S:10][CH:11]2[CH2:12][CH2:13][N:14]([C:17]([O:19][C:20]([CH3:23])([CH3:22])[CH3:21])=[O:18])[CH2:15][CH2:16]2)=[CH:3][CH:4]=1)#[N:9], predict the reactants needed to synthesize it. (3) The reactants are: [Cl:1][C:2]1[CH:3]=[C:4]([C:9]2([C:26]([F:29])([F:28])[F:27])[O:13][N:12]=[C:11]([C:14]3[N:15]4[C:19]([C:20]([C:23]([OH:25])=O)=[CH:21][CH:22]=3)=[CH:18][CH:17]=[CH:16]4)[CH2:10]2)[CH:5]=[C:6]([Cl:8])[CH:7]=1.[CH3:30][S:31][CH2:32][CH2:33][NH2:34]. Given the product [CH3:30][S:31][CH2:32][CH2:33][NH:34][C:23]([C:20]1[C:19]2[N:15]([CH:16]=[CH:17][CH:18]=2)[C:14]([C:11]2[CH2:10][C:9]([C:4]3[CH:5]=[C:6]([Cl:8])[CH:7]=[C:2]([Cl:1])[CH:3]=3)([C:26]([F:27])([F:28])[F:29])[O:13][N:12]=2)=[CH:22][CH:21]=1)=[O:25], predict the reactants needed to synthesize it. (4) Given the product [Cl:1][C:2]1[CH:17]=[CH:16][C:5]([O:6][C:7]2[CH:15]=[CH:14][C:10]([C:11]([NH:24][CH2:21][CH2:22][CH3:23])=[O:12])=[CH:9][CH:8]=2)=[C:4]([N+:18]([O-:20])=[O:19])[CH:3]=1, predict the reactants needed to synthesize it. The reactants are: [Cl:1][C:2]1[CH:17]=[CH:16][C:5]([O:6][C:7]2[CH:15]=[CH:14][C:10]([C:11](Cl)=[O:12])=[CH:9][CH:8]=2)=[C:4]([N+:18]([O-:20])=[O:19])[CH:3]=1.[CH2:21]([NH2:24])[CH2:22][CH3:23]. (5) The reactants are: [O:1]=[C:2]1[CH2:7][CH2:6][C:5]([C:10]2[CH:15]=[CH:14][CH:13]=[CH:12][CH:11]=2)([C:8]#[N:9])[CH2:4][CH2:3]1.[CH2:16](O)[CH2:17][OH:18].O. Given the product [C:10]1([C:5]2([C:8]#[N:9])[CH2:4][CH2:3][C:2]3([O:18][CH2:17][CH2:16][O:1]3)[CH2:7][CH2:6]2)[CH:11]=[CH:12][CH:13]=[CH:14][CH:15]=1, predict the reactants needed to synthesize it. (6) Given the product [Br:34][C:35]1[CH:36]=[C:37]([C:41]([N:43]=[C:44]=[S:45])=[O:42])[CH:38]=[CH:39][CH:40]=1.[Br:34][C:35]1[CH:36]=[C:37]([CH:38]=[CH:39][CH:40]=1)[C:41]([NH:43][C:44]([NH:15][C:14]1[CH:16]=[CH:17][C:18]([O:19][C:20]2[C:29]3[C:24](=[CH:25][C:26]([O:32][CH3:33])=[C:27]([O:30][CH3:31])[CH:28]=3)[N:23]=[CH:22][CH:21]=2)=[C:12]([Cl:11])[CH:13]=1)=[S:45])=[O:42], predict the reactants needed to synthesize it. The reactants are: BrC1C=C(C(Cl)=O)C=CC=1.[Cl:11][C:12]1[CH:13]=[C:14]([CH:16]=[CH:17][C:18]=1[O:19][C:20]1[C:29]2[C:24](=[CH:25][C:26]([O:32][CH3:33])=[C:27]([O:30][CH3:31])[CH:28]=2)[N:23]=[CH:22][CH:21]=1)[NH2:15].[Br:34][C:35]1[CH:36]=[C:37]([C:41]([N:43]=[C:44]=[S:45])=[O:42])[CH:38]=[CH:39][CH:40]=1. (7) The reactants are: Cl.[Cl:2][C:3]1[C:11]2[N:10]=[C:9]([CH:12]3[CH2:17][CH2:16][CH2:15][NH:14][CH2:13]3)[NH:8][C:7]=2[CH:6]=[CH:5][CH:4]=1.CCN(CC)CC.[N:25]([CH2:28][CH2:29][CH:30]1[CH2:35][CH2:34][N:33]([C:36]2[CH:41]=[CH:40][N:39]=[CH:38][CH:37]=2)[CH2:32][CH2:31]1)=[C:26]=[O:27]. Given the product [N:33]1([C:36]2[CH:41]=[CH:40][N:39]=[CH:38][CH:37]=2)[CH2:32][CH2:31][CH:30]([CH2:29][CH2:28][NH:25][C:26]([N:14]2[CH2:15][CH2:16][CH2:17][CH:12]([C:9]3[NH:8][C:7]4[CH:6]=[CH:5][CH:4]=[C:3]([Cl:2])[C:11]=4[N:10]=3)[CH2:13]2)=[O:27])[CH2:35][CH2:34]1, predict the reactants needed to synthesize it. (8) Given the product [CH3:16][O:13][C:12](=[O:14])[CH2:11][N:7]1[C:8]2[C:4](=[CH:3][C:2]([Cl:1])=[CH:10][CH:9]=2)[CH:5]=[C:6]1[CH3:15], predict the reactants needed to synthesize it. The reactants are: [Cl:1][C:2]1[CH:3]=[C:4]2[C:8](=[CH:9][CH:10]=1)[N:7]([CH2:11][C:12]([OH:14])=[O:13])[C:6]([CH3:15])=[CH:5]2.[C:16](=O)([O-])[O-].[K+].[K+].BrCC(OC)=O. (9) Given the product [CH:1]1([C:4]2[N:8]=[C:7]([C:9]3[C:10]4[CH2:28][CH2:27][CH:26]([CH3:29])[CH2:25][C:11]=4[S:12][C:13]=3[NH:14][C:15]([C:17]3[CH:21]4[CH2:35][CH2:30][CH:31]([CH2:19][CH2:20]4)[C:18]=3[C:22]([OH:24])=[O:23])=[O:16])[O:6][N:5]=2)[CH2:3][CH2:2]1, predict the reactants needed to synthesize it. The reactants are: [CH:1]1([C:4]2[N:8]=[C:7]([C:9]3[C:10]4[CH2:28][CH2:27][CH:26]([CH3:29])[CH2:25][C:11]=4[S:12][C:13]=3[NH:14][C:15]([C:17]3[CH2:21][CH2:20][CH2:19][C:18]=3[C:22]([OH:24])=[O:23])=[O:16])[O:6][N:5]=2)[CH2:3][CH2:2]1.[CH:30]12CCC(C[CH2:35]1)C1C(OC(=O)[C:31]2=1)=O. (10) Given the product [CH3:1][N:2]1[C:11]2[C:6](=[CH:7][CH:8]=[CH:9][CH:10]=2)[CH:5]=[C:4]([CH2:12][N:13]([CH2:14][CH:15]([C:22]2[CH:23]=[CH:24][CH:25]=[CH:26][CH:27]=2)[CH:16]2[CH2:21][CH2:20][O:19][CH2:18][CH2:17]2)[C:44]([CH:38]2[CH2:43][CH2:42][CH2:41][CH2:40][CH2:39]2)=[O:45])[C:3]1=[O:28], predict the reactants needed to synthesize it. The reactants are: [CH3:1][N:2]1[C:11]2[C:6](=[CH:7][CH:8]=[CH:9][CH:10]=2)[CH:5]=[C:4]([CH2:12][NH:13][CH2:14][CH:15]([C:22]2[CH:27]=[CH:26][CH:25]=[CH:24][CH:23]=2)[CH:16]2[CH2:21][CH2:20][O:19][CH2:18][CH2:17]2)[C:3]1=[O:28].CCN(C(C)C)C(C)C.[CH:38]1([C:44](Cl)=[O:45])[CH2:43][CH2:42][CH2:41][CH2:40][CH2:39]1.